Task: Predict which catalyst facilitates the given reaction.. Dataset: Catalyst prediction with 721,799 reactions and 888 catalyst types from USPTO (1) Reactant: [C:1]([O:5][C:6](=[O:21])[NH:7][C:8]1[CH:13]=[CH:12][C:11]([C:14]#[C:15][CH2:16][N:17]([CH3:19])[CH3:18])=[C:10]([Cl:20])[CH:9]=1)([CH3:4])([CH3:3])[CH3:2].ClC1C=C(C=CC=1)C(OO)=[O:27].CO. Product: [C:1]([O:5][C:6](=[O:21])[NH:7][C:8]1[CH:13]=[CH:12][C:11]([C:14](=[O:27])[CH:15]=[CH:16][N:17]([CH3:18])[CH3:19])=[C:10]([Cl:20])[CH:9]=1)([CH3:4])([CH3:2])[CH3:3]. The catalyst class is: 4. (2) Reactant: [Cl:1][C:2]1[CH:8]=[C:7]([O:9][C:10]2[C:19]3[C:14](=[CH:15][C:16]([O:22][CH3:23])=[C:17]([O:20][CH3:21])[CH:18]=3)[N:13]=[CH:12][N:11]=2)[CH:6]=[CH:5][C:3]=1[NH2:4].Cl[C:25](Cl)([O:27][C:28](=[O:34])OC(Cl)(Cl)Cl)Cl.[C:36]1([CH2:42][CH2:43]CO)[CH:41]=[CH:40][CH:39]=[CH:38][CH:37]=1.C(=O)(O)[O-].[Na+]. Product: [Cl:1][C:2]1[CH:8]=[C:7]([O:9][C:10]2[C:19]3[C:14](=[CH:15][C:16]([O:22][CH3:23])=[C:17]([O:20][CH3:21])[CH:18]=3)[N:13]=[CH:12][N:11]=2)[CH:6]=[CH:5][C:3]=1[NH:4][C:28](=[O:34])[O:27][CH2:25][CH2:43][CH2:42][C:36]1[CH:41]=[CH:40][CH:39]=[CH:38][CH:37]=1. The catalyst class is: 208. (3) Reactant: Cl[C:2]1[N:3]=[C:4]([N:24]2[CH2:29][CH2:28][O:27][CH2:26][CH2:25]2)[C:5]2[N:11]=[CH:10][C:9]([CH2:12][N:13]3[CH2:18][CH2:17][N:16]([C:19](=[O:23])[CH:20]([OH:22])[CH3:21])[CH2:15][CH2:14]3)=[CH:8][C:6]=2[N:7]=1.[NH2:30][C:31]1[N:36]=[CH:35][C:34](B(O)O)=[CH:33][N:32]=1.C(=O)([O-])[O-].[Cs+].[Cs+].CN(C=O)C. Product: [NH2:30][C:31]1[N:36]=[CH:35][C:34]([C:2]2[N:3]=[C:4]([N:24]3[CH2:29][CH2:28][O:27][CH2:26][CH2:25]3)[C:5]3[N:11]=[CH:10][C:9]([CH2:12][N:13]4[CH2:18][CH2:17][N:16]([C:19](=[O:23])[CH:20]([OH:22])[CH3:21])[CH2:15][CH2:14]4)=[CH:8][C:6]=3[N:7]=2)=[CH:33][N:32]=1. The catalyst class is: 189. (4) Reactant: [F:1][C:2]1[S:6][C:5]([C@:7]23[CH2:15][NH:14][CH2:13][C@H:12]2[CH2:11][S:10][C:9]([NH:16][C:17](=[O:24])[C:18]2[CH:23]=[CH:22][CH:21]=[CH:20][CH:19]=2)=[N:8]3)=[CH:4][CH:3]=1.C(N(C(C)C)CC)(C)C.Cl[C:35]1[N:40]=[CH:39][C:38]([F:41])=[CH:37][N:36]=1. Product: [F:41][C:38]1[CH:37]=[N:36][C:35]([N:14]2[CH2:13][C@@H:12]3[C@@:7]([C:5]4[S:6][C:2]([F:1])=[CH:3][CH:4]=4)([N:8]=[C:9]([NH:16][C:17](=[O:24])[C:18]4[CH:23]=[CH:22][CH:21]=[CH:20][CH:19]=4)[S:10][CH2:11]3)[CH2:15]2)=[N:40][CH:39]=1. The catalyst class is: 155. (5) Reactant: [OH:1][C@H:2]([C:22]1[CH:23]=[CH:24][C:25]([O:41]COCC[Si](C)(C)C)=[C:26]([N:28](COCC[Si](C)(C)C)[S:29]([CH3:32])(=[O:31])=[O:30])[CH:27]=1)[CH2:3][NH:4][CH2:5][CH2:6][O:7][C:8]1[CH:13]=[CH:12][C:11]([C:14]2[CH:19]=[CH:18][C:17]([O:20][CH3:21])=[CH:16][CH:15]=2)=[CH:10][CH:9]=1.O.F[B-](F)(F)F.[Li+]. Product: [OH:41][C:25]1[CH:24]=[CH:23][C:22]([C@@H:2]([OH:1])[CH2:3][NH:4][CH2:5][CH2:6][O:7][C:8]2[CH:9]=[CH:10][C:11]([C:14]3[CH:19]=[CH:18][C:17]([O:20][CH3:21])=[CH:16][CH:15]=3)=[CH:12][CH:13]=2)=[CH:27][C:26]=1[NH:28][S:29]([CH3:32])(=[O:31])=[O:30]. The catalyst class is: 10.